From a dataset of Forward reaction prediction with 1.9M reactions from USPTO patents (1976-2016). Predict the product of the given reaction. (1) The product is: [N:33]1([C:37]([C:38](=[CH:21][C:20]2[CH:23]=[CH:24][C:17]([NH:16][C:13]3[N:14]=[C:15]4[C:7]([C:1](=[O:6])[C:2]([CH3:4])([CH3:3])[CH3:5])=[CH:8][N:9]([CH2:25][O:26][CH2:27][CH2:28][Si:29]([CH3:31])([CH3:30])[CH3:32])[C:10]4=[N:11][CH:12]=3)=[CH:18][CH:19]=2)[C:39]#[N:40])=[O:41])[CH2:36][CH2:35][CH2:34]1. Given the reactants [C:1]([C:7]1[C:15]2[C:10](=[N:11][CH:12]=[C:13]([NH:16][C:17]3[CH:24]=[CH:23][C:20]([CH:21]=O)=[CH:19][CH:18]=3)[N:14]=2)[N:9]([CH2:25][O:26][CH2:27][CH2:28][Si:29]([CH3:32])([CH3:31])[CH3:30])[CH:8]=1)(=[O:6])[C:2]([CH3:5])([CH3:4])[CH3:3].[N:33]1([C:37](=[O:41])[CH2:38][C:39]#[N:40])[CH2:36][CH2:35][CH2:34]1.C(O)(=O)C.N1CCCCC1, predict the reaction product. (2) Given the reactants [F:1][C:2]1[CH:3]=[CH:4][CH:5]=[C:6]2[C:11]=1[N:10]=[C:9]([C:12]([O:14][CH3:15])=[O:13])[CH:8]=[C:7]2B1OC(C)(C)C(C)(C)O1.C([O-])([O-])=O.[Cs+].[Cs+].Cl[CH2:32][C:33]1[CH:38]=[CH:37][N:36]=[C:35]([O:39][CH3:40])[CH:34]=1.O, predict the reaction product. The product is: [F:1][C:2]1[CH:3]=[CH:4][CH:5]=[C:6]2[C:11]=1[N:10]=[C:9]([C:12]([O:14][CH3:15])=[O:13])[CH:8]=[C:7]2[CH2:32][C:33]1[CH:38]=[CH:37][N:36]=[C:35]([O:39][CH3:40])[CH:34]=1. (3) The product is: [N:36]1([CH2:23][CH2:24][O:25][C:26]2[CH:27]=[CH:28][C:29]([O:19][C:16]3[CH:17]=[C:18]4[C:13](=[CH:14][CH:15]=3)[N:12]=[CH:11][N:10]=[C:9]4[NH:8][C:5]3[CH:4]=[N:3][C:2]([CH3:1])=[CH:7][N:6]=3)=[N:30][CH:31]=2)[CH2:39][CH2:38][CH2:37]1. Given the reactants [CH3:1][C:2]1[N:3]=[CH:4][C:5]([NH:8][C:9]2[C:18]3[C:13](=[CH:14][CH:15]=[C:16]([OH:19])[CH:17]=3)[N:12]=[CH:11][N:10]=2)=[N:6][CH:7]=1.C(O[CH:23](OCC)[CH2:24][O:25][C:26]1[CH:27]=[CH:28][C:29](F)=[N:30][CH:31]=1)C.[NH:36]1[CH2:39][CH2:38][CH2:37]1, predict the reaction product. (4) Given the reactants Br[C:2]1[CH:3]=[C:4]([CH:7]=[C:8]([F:10])[CH:9]=1)[C:5]#[N:6].[B:11]1([B:11]2[O:15][C:14]([CH3:17])([CH3:16])[C:13]([CH3:19])([CH3:18])[O:12]2)[O:15][C:14]([CH3:17])([CH3:16])[C:13]([CH3:19])([CH3:18])[O:12]1.CC([O-])=O.[K+], predict the reaction product. The product is: [F:10][C:8]1[CH:7]=[C:4]([CH:3]=[C:2]([B:11]2[O:15][C:14]([CH3:17])([CH3:16])[C:13]([CH3:19])([CH3:18])[O:12]2)[CH:9]=1)[C:5]#[N:6]. (5) Given the reactants C(OC1C=CC(C[C@H](NC([C@@H](/C=C/CCCCCCC(F)(F)CCCCCCC)[C@@](O)(CCC)C(O)=O)=O)C(O)=O)=CC=1)C#CC.[C:47]([C@@H:50]([NH:65][C:66]([C@@H:68](/[CH:81]=[CH:82]/[CH2:83][CH2:84][CH2:85][CH2:86][CH2:87][CH2:88][C:89](=[O:97])[CH2:90][CH2:91][CH2:92][CH2:93][CH2:94][CH2:95][CH3:96])[C@@:69]([OH:80])([CH2:77][CH2:78][CH3:79])[C:70]([O:72]C(C)(C)C)=[O:71])=[O:67])[CH2:51][C:52]1[CH:57]=[CH:56][C:55]([C:58]2[CH:63]=[CH:62][CH:61]=[CH:60][C:59]=2[F:64])=[CH:54][CH:53]=1)([OH:49])=[O:48], predict the reaction product. The product is: [C:47]([C@@H:50]([NH:65][C:66]([C@@H:68](/[CH:81]=[CH:82]/[CH2:83][CH2:84][CH2:85][CH2:86][CH2:87][CH2:88][C:89](=[O:97])[CH2:90][CH2:91][CH2:92][CH2:93][CH2:94][CH2:95][CH3:96])[C@@:69]([OH:80])([CH2:77][CH2:78][CH3:79])[C:70]([OH:72])=[O:71])=[O:67])[CH2:51][C:52]1[CH:57]=[CH:56][C:55]([C:58]2[CH:63]=[CH:62][CH:61]=[CH:60][C:59]=2[F:64])=[CH:54][CH:53]=1)([OH:49])=[O:48]. (6) Given the reactants [NH2:1][C:2]1[CH:3]=[CH:4][C:5]([F:17])=[C:6]([C@:8]2([CH3:16])[C@@H:13]([F:14])[CH2:12][O:11][C:10]([NH2:15])=[N:9]2)[CH:7]=1.[CH:18]1([C:21]2[CH:22]=[CH:23][C:24]([C:27](O)=[O:28])=[N:25][CH:26]=2)[CH2:20][CH2:19]1, predict the reaction product. The product is: [NH2:15][C:10]1[O:11][CH2:12][C@H:13]([F:14])[C@:8]([C:6]2[CH:7]=[C:2]([NH:1][C:27]([C:24]3[CH:23]=[CH:22][C:21]([CH:18]4[CH2:19][CH2:20]4)=[CH:26][N:25]=3)=[O:28])[CH:3]=[CH:4][C:5]=2[F:17])([CH3:16])[N:9]=1. (7) The product is: [Cl:1][C:2]1[C:3]([O:12][C:13]2[CH:18]=[C:17]([O:19][CH2:20][CH2:21][O:22][CH3:23])[CH:16]=[CH:15][C:14]=2[CH2:24][Cl:34])=[N:4][CH:5]=[C:6]([C:8]([F:11])([F:10])[F:9])[CH:7]=1. Given the reactants [Cl:1][C:2]1[C:3]([O:12][C:13]2[CH:18]=[C:17]([O:19][CH2:20][CH2:21][O:22][CH3:23])[CH:16]=[CH:15][C:14]=2[CH2:24]O)=[N:4][CH:5]=[C:6]([C:8]([F:11])([F:10])[F:9])[CH:7]=1.N1C=CC=CC=1.S(Cl)([Cl:34])=O.O, predict the reaction product.